Dataset: Full USPTO retrosynthesis dataset with 1.9M reactions from patents (1976-2016). Task: Predict the reactants needed to synthesize the given product. Given the product [Br:1][C:2]1[CH:19]=[CH:18][C:5]2[C:6]([CH:15]([CH3:16])[CH3:17])=[N:7][C:8]3[C:9]([I:27])=[CH:10][NH:11][C:12](=[O:14])[C:13]=3[C:4]=2[CH:3]=1, predict the reactants needed to synthesize it. The reactants are: [Br:1][C:2]1[CH:19]=[CH:18][C:5]2[C:6]([CH:15]([CH3:17])[CH3:16])=[N:7][C:8]3[CH:9]=[CH:10][NH:11][C:12](=[O:14])[C:13]=3[C:4]=2[CH:3]=1.C1C(=O)N([I:27])C(=O)C1.